From a dataset of Reaction yield outcomes from USPTO patents with 853,638 reactions. Predict the reaction yield, written as a fraction of the theoretical maximum amount of product (1.0 means a 100% yield; for example, 0.34 means a 34% yield). (1) The reactants are [Br:1][C:2]1[CH:6]=[N:5][N:4]([CH3:7])[C:3]=1[C:8]1[CH:9]=[C:10]([NH2:18])[CH:11]=[CH:12][C:13]=1[O:14][CH:15]([CH3:17])[CH3:16].[F:19][C:20]1[CH:25]=[CH:24][C:23]([N:26]=[C:27]=[O:28])=[CH:22][CH:21]=1. The catalyst is C(Cl)Cl. The product is [Br:1][C:2]1[CH:6]=[N:5][N:4]([CH3:7])[C:3]=1[C:8]1[CH:9]=[C:10]([NH:18][C:27]([NH:26][C:23]2[CH:24]=[CH:25][C:20]([F:19])=[CH:21][CH:22]=2)=[O:28])[CH:11]=[CH:12][C:13]=1[O:14][CH:15]([CH3:16])[CH3:17]. The yield is 0.380. (2) The reactants are N1C(C)=CC=CC=1C.[CH2:9]([O:16][C:17]1[CH:18]=[CH:19][C:20]([C@@H:28]([OH:31])[CH2:29][Br:30])=[C:21]2[C:26]=1[NH:25][C:24](=[O:27])[CH:23]=[CH:22]2)[C:10]1[CH:15]=[CH:14][CH:13]=[CH:12][CH:11]=1.FC(F)(F)S(O[Si:38]([C:41]([CH3:44])([CH3:43])[CH3:42])([CH3:40])[CH3:39])(=O)=O. The catalyst is C(Cl)Cl. The product is [CH2:9]([O:16][C:17]1[CH:18]=[CH:19][C:20]([C@@H:28]([O:31][Si:38]([C:41]([CH3:44])([CH3:43])[CH3:42])([CH3:40])[CH3:39])[CH2:29][Br:30])=[C:21]2[C:26]=1[NH:25][C:24](=[O:27])[CH:23]=[CH:22]2)[C:10]1[CH:11]=[CH:12][CH:13]=[CH:14][CH:15]=1. The yield is 0.850. (3) The reactants are CS([N:5]([C:10]1[CH:11]=[C:12]([CH:17]=[CH:18][C:19]=1[C:20]([F:23])([F:22])[F:21])[C:13]([O:15][CH3:16])=[O:14])[S:6]([CH3:9])(=[O:8])=[O:7])(=O)=O.Br[CH2:25][CH2:26][OH:27].C([O-])([O-])=O.[K+].[K+]. The catalyst is CC#N. The product is [OH:27][CH2:26][CH2:25][N:5]([C:10]1[CH:11]=[C:12]([CH:17]=[CH:18][C:19]=1[C:20]([F:23])([F:22])[F:21])[C:13]([O:15][CH3:16])=[O:14])[S:6]([CH3:9])(=[O:8])=[O:7]. The yield is 0.690. (4) The reactants are [Br:1][C:2]1[C:3]([NH:9][C:10]2[CH:14]=[C:13]([CH:15]3[CH2:17][CH2:16]3)[NH:12][N:11]=2)=[N:4][C:5](Cl)=[N:6][CH:7]=1.[CH3:18][N:19]([CH3:28])[C:20]1[CH:27]=[CH:26][C:23]([CH2:24][NH2:25])=[CH:22][CH:21]=1. The catalyst is C(O)CCC.C(OCC)(=O)C. The product is [Br:1][C:2]1[C:3]([NH:9][C:10]2[CH:14]=[C:13]([CH:15]3[CH2:17][CH2:16]3)[NH:12][N:11]=2)=[N:4][C:5]([NH:25][CH2:24][C:23]2[CH:26]=[CH:27][C:20]([N:19]([CH3:28])[CH3:18])=[CH:21][CH:22]=2)=[N:6][CH:7]=1. The yield is 0.290.